From a dataset of Reaction yield outcomes from USPTO patents with 853,638 reactions. Predict the reaction yield, written as a fraction of the theoretical maximum amount of product (1.0 means a 100% yield; for example, 0.34 means a 34% yield). The reactants are [CH2:1]([O:8][C:9]1[CH:10]=[CH:11][C:12]([CH:16]=[CH:17][CH2:18][CH3:19])=[C:13]([OH:15])[CH:14]=1)[C:2]1[CH:7]=[CH:6][CH:5]=[CH:4][CH:3]=1.Br[C:21]([CH3:28])([CH3:27])[C:22]([O:24][CH2:25][CH3:26])=[O:23].C(=O)([O-])[O-].[Cs+].[Cs+]. The catalyst is CN(C=O)C. The product is [CH2:25]([O:24][C:22](=[O:23])[C:21]([O:15][C:13]1[CH:14]=[C:9]([O:8][CH2:1][C:2]2[CH:3]=[CH:4][CH:5]=[CH:6][CH:7]=2)[CH:10]=[CH:11][C:12]=1[CH:16]=[CH:17][CH2:18][CH3:19])([CH3:28])[CH3:27])[CH3:26]. The yield is 0.760.